Dataset: Catalyst prediction with 721,799 reactions and 888 catalyst types from USPTO. Task: Predict which catalyst facilitates the given reaction. (1) Reactant: [O:1]1[CH2:6][CH2:5][N:4]([C:7]2[CH:12]=[CH:11][C:10]([C:13](=[O:15])[CH3:14])=[CH:9][CH:8]=2)[CH2:3][CH2:2]1.[Br:16]Br. Product: [Br:16][CH2:14][C:13]([C:10]1[CH:9]=[CH:8][C:7]([N:4]2[CH2:3][CH2:2][O:1][CH2:6][CH2:5]2)=[CH:12][CH:11]=1)=[O:15]. The catalyst class is: 201. (2) Reactant: [C:1]([O:5][C:6]([N:8]1[CH2:13][CH2:12][CH:11]([C:14](=[O:16])[CH3:15])[CH2:10][CH2:9]1)=[O:7])([CH3:4])([CH3:3])[CH3:2].[BH4-].[Na+].[Cl-].[NH4+]. Product: [C:1]([O:5][C:6]([N:8]1[CH2:13][CH2:12][CH:11]([CH:14]([OH:16])[CH3:15])[CH2:10][CH2:9]1)=[O:7])([CH3:4])([CH3:3])[CH3:2]. The catalyst class is: 8. (3) Reactant: Cl[S:2]([CH2:5][CH2:6][CH2:7][CH2:8][CH2:9][CH2:10][CH2:11][C:12]([O:14][CH2:15][CH3:16])=[O:13])(=[O:4])=[O:3].[CH2:17]([NH2:23])[CH2:18][CH2:19][CH2:20][CH2:21][CH3:22].C(N(CC)C(C)C)(C)C.Cl. Product: [CH2:17]([NH:23][S:2]([CH2:5][CH2:6][CH2:7][CH2:8][CH2:9][CH2:10][CH2:11][C:12]([O:14][CH2:15][CH3:16])=[O:13])(=[O:4])=[O:3])[CH2:18][CH2:19][CH2:20][CH2:21][CH3:22]. The catalyst class is: 4. (4) Reactant: Cl.[Cl:2][C:3]1[CH:4]=[CH:5][C:6]([S:11]([CH2:14][CH3:15])(=[O:13])=[O:12])=[C:7]([CH2:9][NH2:10])[CH:8]=1.[NH2:16][C:17]1[C:25]([Cl:26])=[C:24]([CH2:27][N:28]2[CH2:33][CH2:32][CH2:31][C@H:30]([NH:34][C:35]([O:37][C:38]([CH3:41])([CH3:40])[CH3:39])=[O:36])[CH2:29]2)[C:23]([O:42][C:43]([F:46])([F:45])[F:44])=[CH:22][C:18]=1[C:19](O)=[O:20].NC1C(Cl)=C(C=O)C(C(F)(F)F)=CC=1C(NCC1C=C(Cl)C=CC=1S(CC)(=O)=O)=O. Product: [NH2:16][C:17]1[C:25]([Cl:26])=[C:24]([CH2:27][N:28]2[CH2:33][CH2:32][CH2:31][C@H:30]([NH:34][C:35](=[O:36])[O:37][C:38]([CH3:39])([CH3:41])[CH3:40])[CH2:29]2)[C:23]([O:42][C:43]([F:46])([F:45])[F:44])=[CH:22][C:18]=1[C:19](=[O:20])[NH:10][CH2:9][C:7]1[CH:8]=[C:3]([Cl:2])[CH:4]=[CH:5][C:6]=1[S:11]([CH2:14][CH3:15])(=[O:13])=[O:12]. The catalyst class is: 3. (5) Reactant: [CH3:1][C:2](=[CH2:34])[C:3]#[C:4][C@@H:5]([N:13]1[CH2:18][CH2:17][C@@H:16]([CH2:19][C:20]([O:22][CH3:23])=[O:21])[CH2:15][C@H:14]1[C:24]1[CH:29]=[CH:28][C:27]([C:30]([F:33])([F:32])[F:31])=[CH:26][CH:25]=1)[CH2:6][CH:7]1[CH2:12][CH2:11][O:10][CH2:9][CH2:8]1. Product: [CH3:1][CH:2]([CH3:34])[CH2:3][CH2:4][C@@H:5]([N:13]1[CH2:18][CH2:17][C@@H:16]([CH2:19][C:20]([O:22][CH3:23])=[O:21])[CH2:15][C@H:14]1[C:24]1[CH:29]=[CH:28][C:27]([C:30]([F:33])([F:31])[F:32])=[CH:26][CH:25]=1)[CH2:6][CH:7]1[CH2:8][CH2:9][O:10][CH2:11][CH2:12]1. The catalyst class is: 94.